Dataset: Drug-target binding data from BindingDB using Kd measurements. Task: Regression. Given a target protein amino acid sequence and a drug SMILES string, predict the binding affinity score between them. We predict pKd (pKd = -log10(Kd in M); higher means stronger binding). Dataset: bindingdb_kd. The compound is CC(=O)Nc1cc2c(cc1[N+](=O)[O-])-c1ccccc1C2=O. The target protein (P9WIK2) has sequence MSGETTRLTEPQLRELAARGAAELDGATATDMLRWTDETFGDIGGAGGGVSGHRGWTTCNYVVASNMADAVLVDLAAKVRPGVPVIFLDTGYHFVETIGTRDAIESVYDVRVLNVTPEHTVAEQDELLGKDLFARNPHECCRLRKVVPLGKTLRGYSAWVTGLRRVDAPTRANAPLVSFDETFKLVKVNPLAAWTDQDVQEYIADNDVLVNPLVREGYPSIGCAPCTAKPAEGADPRSGRWQGLAKTECGLHAS. The pKd is 4.5.